Dataset: Blood-brain barrier penetration binary classification data from Martins et al.. Task: Regression/Classification. Given a drug SMILES string, predict its absorption, distribution, metabolism, or excretion properties. Task type varies by dataset: regression for continuous measurements (e.g., permeability, clearance, half-life) or binary classification for categorical outcomes (e.g., BBB penetration, CYP inhibition). Dataset: bbb_martins. The drug is CN(C)CCc1c[nH]c2ccc(O)cc12. The result is 1 (penetrates BBB).